Dataset: Full USPTO retrosynthesis dataset with 1.9M reactions from patents (1976-2016). Task: Predict the reactants needed to synthesize the given product. (1) Given the product [Cl:8][C:7]1[CH:6]=[C:5]([C:9]2[C:18]3[C:13](=[CH:14][C:15]([S:19]([NH:22][C:32]4[CH:36]=[CH:35][O:34][N:33]=4)(=[O:20])=[O:21])=[CH:16][CH:17]=3)[N:12]=[CH:11][N:10]=2)[C:4]([O:37][CH3:38])=[CH:3][C:2]=1[C:42]1[CH:43]=[CH:44][C:45]([F:46])=[C:40]([Cl:39])[CH:41]=1, predict the reactants needed to synthesize it. The reactants are: Br[C:2]1[C:7]([Cl:8])=[CH:6][C:5]([C:9]2[C:18]3[C:13](=[CH:14][C:15]([S:19]([N:22]([C:32]4[CH:36]=[CH:35][O:34][N:33]=4)CC4C=CC(OC)=CC=4)(=[O:21])=[O:20])=[CH:16][CH:17]=3)[N:12]=[CH:11][N:10]=2)=[C:4]([O:37][CH3:38])[CH:3]=1.[Cl:39][C:40]1[CH:41]=[C:42](B(O)O)[CH:43]=[CH:44][C:45]=1[F:46].C(=O)([O-])[O-].[K+].[K+].C(O)(C(F)(F)F)=O. (2) Given the product [C:30]1([C:34]2[CH:35]=[CH:36][CH:37]=[CH:38][CH:39]=2)[CH:31]=[CH:32][CH:33]=[C:28]([CH2:27][N:12]([C:3]2[C:2]([Cl:1])=[CH:7][C:6]([C:8]([F:11])([F:9])[F:10])=[CH:5][N:4]=2)[S:13]([C:16]2[CH:25]=[CH:24][C:19]([C:20]([O:22][CH3:23])=[O:21])=[CH:18][CH:17]=2)(=[O:15])=[O:14])[CH:29]=1, predict the reactants needed to synthesize it. The reactants are: [Cl:1][C:2]1[C:3]([NH:12][S:13]([C:16]2[CH:25]=[CH:24][C:19]([C:20]([O:22][CH3:23])=[O:21])=[CH:18][CH:17]=2)(=[O:15])=[O:14])=[N:4][CH:5]=[C:6]([C:8]([F:11])([F:10])[F:9])[CH:7]=1.Br[CH2:27][C:28]1[CH:29]=[C:30]([C:34]2[CH:39]=[CH:38][CH:37]=[CH:36][CH:35]=2)[CH:31]=[CH:32][CH:33]=1.